Dataset: Catalyst prediction with 721,799 reactions and 888 catalyst types from USPTO. Task: Predict which catalyst facilitates the given reaction. Reactant: [Br:1][C:2]1[CH:3]=[N:4][NH:5][CH:6]=1.[F:7][C:8]([F:12])([F:11])[CH2:9]I.C(=O)([O-])[O-].[Cs+].[Cs+]. Product: [Br:1][C:2]1[CH:3]=[N:4][N:5]([CH2:9][C:8]([F:12])([F:11])[F:7])[CH:6]=1. The catalyst class is: 3.